Predict the reaction yield, written as a fraction of the theoretical maximum amount of product (1.0 means a 100% yield; for example, 0.34 means a 34% yield). From a dataset of Reaction yield outcomes from USPTO patents with 853,638 reactions. (1) The reactants are [Br:1][C:2]1[C:3]([NH2:12])=[N:4][C:5](S(C)=O)=[N:6][C:7]=1[Cl:8].[NH:13]1[CH:17]=[CH:16][CH:15]=[N:14]1.C(=O)([O-])[O-].[Cs+].[Cs+].O. The catalyst is CN(C=O)C. The product is [Br:1][C:2]1[C:3]([NH2:12])=[N:4][C:5]([N:13]2[CH:17]=[CH:16][CH:15]=[N:14]2)=[N:6][C:7]=1[Cl:8]. The yield is 0.650. (2) The reactants are [CH3:1][O:2][C:3]([C:5]1([S:18]([C:21]2[CH:26]=[CH:25][C:24]([O:27][CH2:28][C:29]#[C:30][CH3:31])=[CH:23][CH:22]=2)(=[O:20])=[O:19])[CH2:10][CH2:9][N:8](C(OC(C)(C)C)=O)[CH2:7][CH2:6]1)=[O:4].Cl. The catalyst is C(Cl)Cl. The product is [CH3:1][O:2][C:3]([C:5]1([S:18]([C:21]2[CH:22]=[CH:23][C:24]([O:27][CH2:28][C:29]#[C:30][CH3:31])=[CH:25][CH:26]=2)(=[O:20])=[O:19])[CH2:10][CH2:9][NH:8][CH2:7][CH2:6]1)=[O:4]. The yield is 0.950.